The task is: Regression. Given a peptide amino acid sequence and an MHC pseudo amino acid sequence, predict their binding affinity value. This is MHC class II binding data.. This data is from Peptide-MHC class II binding affinity with 134,281 pairs from IEDB. (1) The MHC is DRB1_0101 with pseudo-sequence DRB1_0101. The peptide sequence is DWDKLEEDVRISERE. The binding affinity (normalized) is 0.140. (2) The binding affinity (normalized) is 0.379. The MHC is HLA-DQA10401-DQB10402 with pseudo-sequence HLA-DQA10401-DQB10402. The peptide sequence is MAATAGTTVYGAFAA. (3) The peptide sequence is IVALIIAIVVWTIV. The MHC is HLA-DQA10103-DQB10603 with pseudo-sequence HLA-DQA10103-DQB10603. The binding affinity (normalized) is 0.199. (4) The peptide sequence is APANPGLIIGAL. The MHC is DRB1_0701 with pseudo-sequence DRB1_0701. The binding affinity (normalized) is 0.216. (5) The peptide sequence is LIHSQRRQDILDLWI. The MHC is DRB1_0103 with pseudo-sequence DRB1_0103. The binding affinity (normalized) is 0.